This data is from Catalyst prediction with 721,799 reactions and 888 catalyst types from USPTO. The task is: Predict which catalyst facilitates the given reaction. (1) The catalyst class is: 8. Reactant: [CH3:1][NH2:2].Cl[CH2:4][C@@H:5]([C:7]1[S:8][CH:9]=[C:10]([CH3:12])[N:11]=1)[OH:6]. Product: [CH3:1][NH:2][CH2:4][C@@H:5]([C:7]1[S:8][CH:9]=[C:10]([CH3:12])[N:11]=1)[OH:6]. (2) Reactant: [CH3:1][C:2]([CH3:13])([O:4][C:5]([NH:7][C@@H:8]([CH3:12])[C:9]([OH:11])=O)=[O:6])[CH3:3].C(N1C=CN=C1)(N1C=CN=C1)=O.[NH2:26][C@@H:27]([CH:41]([CH3:43])[CH3:42])[CH2:28][NH:29][C:30]([C:32]1[O:33][C:34]2[CH:40]=[CH:39][CH:38]=[CH:37][C:35]=2[CH:36]=1)=[O:31]. Product: [O:33]1[C:34]2[CH:40]=[CH:39][CH:38]=[CH:37][C:35]=2[CH:36]=[C:32]1[C:30]([NH:29][CH2:28][C@@H:27]([NH:26][C:9](=[O:11])[C@@H:8]([NH:7][C:5]([O:4][C:2]([CH3:1])([CH3:3])[CH3:13])=[O:6])[CH3:12])[CH:41]([CH3:42])[CH3:43])=[O:31]. The catalyst class is: 4. (3) Reactant: [N+:1]([C:4]1[CH:13]=[CH:12][C:7]([O:8][CH2:9][CH2:10][OH:11])=[CH:6][CH:5]=1)([O-:3])=[O:2].[H-].[Na+].Br[CH2:17][C:18]([O:20][CH3:21])=[O:19]. Product: [N+:1]([C:4]1[CH:13]=[CH:12][C:7]([O:8][CH2:9][CH2:10][O:11][CH2:17][C:18]([O:20][CH3:21])=[O:19])=[CH:6][CH:5]=1)([O-:3])=[O:2]. The catalyst class is: 1. (4) Reactant: Cl[C:2]1[N:6](COCCOC)[C:5]2[CH:13]=[C:14]([Cl:24])[C:15]([O:17][C:18]3[CH:23]=[CH:22][CH:21]=[CH:20][CH:19]=3)=[CH:16][C:4]=2[N:3]=1.[NH:25]1[CH:29]=[C:28]([C:30]([O:32][CH2:33][CH3:34])=[O:31])[CH:27]=[N:26]1.C(=O)([O-])[O-].[Cs+].[Cs+].Cl. Product: [CH2:33]([O:32][C:30]([C:28]1[CH:29]=[N:25][N:26]([C:2]2[NH:6][C:5]3[CH:13]=[C:14]([Cl:24])[C:15]([O:17][C:18]4[CH:19]=[CH:20][CH:21]=[CH:22][CH:23]=4)=[CH:16][C:4]=3[N:3]=2)[CH:27]=1)=[O:31])[CH3:34]. The catalyst class is: 3. (5) Reactant: Cl[C:2]1[C:11]2[C:6](=[CH:7][CH:8]=[C:9]([I:12])[CH:10]=2)[N:5]=[CH:4][CH:3]=1.[C:13]([O:17][C:18]([N:20]1[CH2:25][CH2:24][CH:23]([OH:26])[CH2:22][CH2:21]1)=[O:19])([CH3:16])([CH3:15])[CH3:14].CO. Product: [C:13]([O:17][C:18]([N:20]1[CH2:25][CH2:24][CH:23]([O:26][C:2]2[C:11]3[C:6](=[CH:7][CH:8]=[C:9]([I:12])[CH:10]=3)[N:5]=[CH:4][CH:3]=2)[CH2:22][CH2:21]1)=[O:19])([CH3:16])([CH3:14])[CH3:15]. The catalyst class is: 245. (6) Reactant: [OH:1][C:2]1([C:6]2[NH:33][C:9]3[N:10]=[N:11][C:12]([C:14]#[C:15][CH2:16][CH2:17][N:18]4[CH:22]=[C:21]([C:23]([NH:25][CH2:26][C:27]5[CH:32]=[CH:31][CH:30]=[CH:29][N:28]=5)=[O:24])[N:20]=[N:19]4)=[CH:13][C:8]=3[CH:7]=2)[CH2:5][O:4][CH2:3]1. Product: [OH:1][C:2]1([C:6]2[NH:33][C:9]3[N:10]=[N:11][C:12]([CH2:14][CH2:15][CH2:16][CH2:17][N:18]4[CH:22]=[C:21]([C:23]([NH:25][CH2:26][C:27]5[CH:32]=[CH:31][CH:30]=[CH:29][N:28]=5)=[O:24])[N:20]=[N:19]4)=[CH:13][C:8]=3[CH:7]=2)[CH2:3][O:4][CH2:5]1. The catalyst class is: 256.